This data is from Forward reaction prediction with 1.9M reactions from USPTO patents (1976-2016). The task is: Predict the product of the given reaction. Given the reactants [C:1]([C:5]1[CH:6]=[C:7]2[C:11](=[CH:12][CH:13]=1)[C@H:10]([NH:14][C:15]([NH:17][C:18]1[CH:26]=[CH:25][CH:24]=[C:23]3[C:19]=1[CH:20]=[N:21][N:22]3[C:27]([O:29][CH2:30][P:31]([O:41]CC1C=CC=CC=1)([O:33]CC1C=CC=CC=1)=[O:32])=[O:28])=[O:16])[CH2:9][CH2:8]2)([CH3:4])([CH3:3])[CH3:2], predict the reaction product. The product is: [C:1]([C:5]1[CH:6]=[C:7]2[C:11](=[CH:12][CH:13]=1)[C@H:10]([NH:14][C:15]([NH:17][C:18]1[CH:26]=[CH:25][CH:24]=[C:23]3[C:19]=1[CH:20]=[N:21][N:22]3[C:27]([O:29][CH2:30][P:31](=[O:32])([OH:41])[OH:33])=[O:28])=[O:16])[CH2:9][CH2:8]2)([CH3:4])([CH3:2])[CH3:3].